From a dataset of Full USPTO retrosynthesis dataset with 1.9M reactions from patents (1976-2016). Predict the reactants needed to synthesize the given product. (1) Given the product [F:1][C:2]([F:7])([F:6])[C:3]([OH:5])=[O:4].[F:8][C:9]1[CH:10]=[C:11]([C@@H:33]2[CH2:37][N:36]([CH3:41])[C@H:35]([C:38]([OH:40])=[O:39])[CH2:34]2)[CH:12]=[CH:13][C:14]=1[C:15]1[S:16][C:17]2[C:22]([N:23]=1)=[CH:21][CH:20]=[C:19]([C:24]1([C:27]3[CH:32]=[CH:31][CH:30]=[CH:29][CH:28]=3)[CH2:25][CH2:26]1)[N:18]=2, predict the reactants needed to synthesize it. The reactants are: [F:1][C:2]([F:7])([F:6])[C:3]([OH:5])=[O:4].[F:8][C:9]1[CH:10]=[C:11]([C@@H:33]2[CH2:37][NH:36][C@H:35]([C:38]([OH:40])=[O:39])[CH2:34]2)[CH:12]=[CH:13][C:14]=1[C:15]1[S:16][C:17]2[C:22]([N:23]=1)=[CH:21][CH:20]=[C:19]([C:24]1([C:27]3[CH:32]=[CH:31][CH:30]=[CH:29][CH:28]=3)[CH2:26][CH2:25]1)[N:18]=2.[C:41]([BH3-])#N.[Na+]. (2) Given the product [NH2:29][C:26]1[CH:27]=[CH:28][C:23]([O:22][CH2:21][CH2:20][CH2:19][CH2:18][Si:15]([CH3:16])([CH3:17])[O:14][Si:13]([CH3:34])([CH3:33])[O:12][Si:11]([CH3:36])([CH3:35])[O:10][Si:9]([CH2:8][CH2:7][CH2:6][CH2:5][O:4][C:3]2[CH:39]=[CH:40][C:41]([NH2:43])=[CH:42][C:2]=2[F:1])([CH3:37])[CH3:38])=[C:24]([F:32])[CH:25]=1, predict the reactants needed to synthesize it. The reactants are: [F:1][C:2]1[CH:42]=[C:41]([N+:43]([O-])=O)[CH:40]=[CH:39][C:3]=1[O:4][CH2:5][CH2:6][CH2:7][CH2:8][Si:9]([CH3:38])([CH3:37])[O:10][Si:11]([CH3:36])([CH3:35])[O:12][Si:13]([CH3:34])([CH3:33])[O:14][Si:15]([CH2:18][CH2:19][CH2:20][CH2:21][O:22][C:23]1[CH:28]=[CH:27][C:26]([N+:29]([O-])=O)=[CH:25][C:24]=1[F:32])([CH3:17])[CH3:16]. (3) Given the product [CH2:1]([C:3]1[CH:4]=[C:5]([O:15][S:25]([C:24]([F:37])([F:36])[F:23])(=[O:27])=[O:26])[N:6]([C:8]2[CH:13]=[CH:12][CH:11]=[C:10]([CH3:14])[N:9]=2)[N:7]=1)[CH3:2], predict the reactants needed to synthesize it. The reactants are: [CH2:1]([C:3]1[CH:4]=[C:5]([OH:15])[N:6]([C:8]2[CH:13]=[CH:12][CH:11]=[C:10]([CH3:14])[N:9]=2)[N:7]=1)[CH3:2].C(N(CC)CC)C.[F:23][C:24]([F:37])([F:36])[S:25](O[S:25]([C:24]([F:37])([F:36])[F:23])(=[O:27])=[O:26])(=[O:27])=[O:26].